Dataset: Forward reaction prediction with 1.9M reactions from USPTO patents (1976-2016). Task: Predict the product of the given reaction. (1) Given the reactants C1(P(=O)(C2C=CC=CC=2)C2C=CC=CC=2)C=CC=CC=1.FC(F)(F)S(OS(C(F)(F)F)(=O)=O)(=O)=O.[CH3:36][C:37]1[C:45]2[C:40](=[C:41]([NH:46][S:47]([C:50]3[S:51][CH:52]=[CH:53][CH:54]=3)(=[O:49])=[O:48])[CH:42]=[CH:43][CH:44]=2)[NH:39][C:38]=1[C:55]([NH:57][CH2:58][CH2:59][S:60]C(C1C=CC=CC=1)(C1C=CC=CC=1)C1C=CC=CC=1)=O, predict the reaction product. The product is: [S:60]1[CH2:59][CH2:58][N:57]=[C:55]1[C:38]1[NH:39][C:40]2[C:45]([C:37]=1[CH3:36])=[CH:44][CH:43]=[CH:42][C:41]=2[NH:46][S:47]([C:50]1[S:51][CH:52]=[CH:53][CH:54]=1)(=[O:49])=[O:48]. (2) Given the reactants [CH3:1][O:2][C:3]1[N:8]=[CH:7][C:6]([C:9]2[CH:15]=[CH:14][C:13]([N:16]3[CH2:21][CH2:20][O:19][CH2:18][CH2:17]3)=[CH:12][C:10]=2[NH2:11])=[CH:5][CH:4]=1.Cl[C:23]1[C:32]2[C:27](=[CH:28][C:29]([F:34])=[CH:30][C:31]=2[F:33])[N:26]=[C:25]([C:35]2[CH:40]=[C:39]([CH3:41])[CH:38]=[CH:37][N:36]=2)[C:24]=1[CH3:42].C1(P(C2CCCCC2)C2(C(C)C)CC(C(C)C)=CC(C(C)C)=C2C2C=CC=CC=2)CCCCC1.CC(C1C=C(C(C)C)C(C2C=CC=CC=2P(C2CCCCC2)C2CCCCC2)=C(C(C)C)C=1)C.CC(C)([O-])C.[Na+], predict the reaction product. The product is: [F:33][C:31]1[CH:30]=[C:29]([F:34])[CH:28]=[C:27]2[C:32]=1[C:23]([NH:11][C:10]1[CH:12]=[C:13]([N:16]3[CH2:21][CH2:20][O:19][CH2:18][CH2:17]3)[CH:14]=[CH:15][C:9]=1[C:6]1[CH:7]=[N:8][C:3]([O:2][CH3:1])=[CH:4][CH:5]=1)=[C:24]([CH3:42])[C:25]([C:35]1[CH:40]=[C:39]([CH3:41])[CH:38]=[CH:37][N:36]=1)=[N:26]2. (3) Given the reactants C1([C:4]2([N:7]([CH2:40][C:41]3[CH:46]=[C:45]([CH2:47][CH2:48][CH2:49][O:50][CH3:51])[CH:44]=[C:43]([OH:52])[CH:42]=3)[C:8](=[O:39])[CH:9]([CH2:19][C:20]3[CH:25]=[CH:24][C:23]([O:26][CH2:27][CH2:28][O:29][C:30]4[C:35]([Cl:36])=[CH:34][C:33]([CH3:37])=[CH:32][C:31]=4[Cl:38])=[CH:22][CH:21]=3)[CH2:10][NH:11][C:12](=[O:18])[O:13][C:14]([CH3:17])([CH3:16])[CH3:15])[CH2:6][CH2:5]2)CC1.[CH2:53]([N:55]=[C:56]=[O:57])[CH3:54].C(N(CC)CC)C, predict the reaction product. The product is: [CH2:53]([NH:55][C:56](=[O:57])[O:52][C:43]1[CH:44]=[C:45]([CH2:47][CH2:48][CH2:49][O:50][CH3:51])[CH:46]=[C:41]([CH2:40][N:7]([C:8](=[O:39])[CH:9]([CH2:19][C:20]2[CH:21]=[CH:22][C:23]([O:26][CH2:27][CH2:28][O:29][C:30]3[C:31]([Cl:38])=[CH:32][C:33]([CH3:37])=[CH:34][C:35]=3[Cl:36])=[CH:24][CH:25]=2)[CH2:10][NH:11][C:12]([O:13][C:14]([CH3:17])([CH3:15])[CH3:16])=[O:18])[CH:4]2[CH2:6][CH2:5]2)[CH:42]=1)[CH3:54].